Dataset: NCI-60 drug combinations with 297,098 pairs across 59 cell lines. Task: Regression. Given two drug SMILES strings and cell line genomic features, predict the synergy score measuring deviation from expected non-interaction effect. (1) Drug 1: CS(=O)(=O)OCCCCOS(=O)(=O)C. Drug 2: N.N.Cl[Pt+2]Cl. Cell line: UO-31. Synergy scores: CSS=17.7, Synergy_ZIP=-6.75, Synergy_Bliss=-4.63, Synergy_Loewe=-31.7, Synergy_HSA=-6.99. (2) Drug 1: CC1=C(C=C(C=C1)NC2=NC=CC(=N2)N(C)C3=CC4=NN(C(=C4C=C3)C)C)S(=O)(=O)N.Cl. Drug 2: C1=CC(=CC=C1CC(C(=O)O)N)N(CCCl)CCCl.Cl. Cell line: HL-60(TB). Synergy scores: CSS=28.1, Synergy_ZIP=11.1, Synergy_Bliss=6.12, Synergy_Loewe=-39.9, Synergy_HSA=-9.64. (3) Drug 1: CN(C)C1=NC(=NC(=N1)N(C)C)N(C)C. Drug 2: CN1C(=O)N2C=NC(=C2N=N1)C(=O)N. Cell line: IGROV1. Synergy scores: CSS=-0.0530, Synergy_ZIP=-0.0372, Synergy_Bliss=-0.314, Synergy_Loewe=-2.34, Synergy_HSA=-1.79. (4) Drug 1: CC1=C2C(C(=O)C3(C(CC4C(C3C(C(C2(C)C)(CC1OC(=O)C(C(C5=CC=CC=C5)NC(=O)OC(C)(C)C)O)O)OC(=O)C6=CC=CC=C6)(CO4)OC(=O)C)OC)C)OC. Drug 2: CS(=O)(=O)CCNCC1=CC=C(O1)C2=CC3=C(C=C2)N=CN=C3NC4=CC(=C(C=C4)OCC5=CC(=CC=C5)F)Cl. Cell line: T-47D. Synergy scores: CSS=35.6, Synergy_ZIP=3.17, Synergy_Bliss=3.82, Synergy_Loewe=-4.15, Synergy_HSA=5.38. (5) Cell line: SF-268. Drug 2: C1CCC(C(C1)N)N.C(=O)(C(=O)[O-])[O-].[Pt+4]. Synergy scores: CSS=52.7, Synergy_ZIP=-0.362, Synergy_Bliss=2.50, Synergy_Loewe=-1.46, Synergy_HSA=3.92. Drug 1: CC12CCC3C(C1CCC2=O)CC(=C)C4=CC(=O)C=CC34C. (6) Drug 1: CC=C1C(=O)NC(C(=O)OC2CC(=O)NC(C(=O)NC(CSSCCC=C2)C(=O)N1)C(C)C)C(C)C. Drug 2: CC1=C(C(=O)C2=C(C1=O)N3CC4C(C3(C2COC(=O)N)OC)N4)N. Cell line: HOP-62. Synergy scores: CSS=83.4, Synergy_ZIP=3.38, Synergy_Bliss=1.23, Synergy_Loewe=3.68, Synergy_HSA=8.71.